The task is: Regression. Given two drug SMILES strings and cell line genomic features, predict the synergy score measuring deviation from expected non-interaction effect.. This data is from NCI-60 drug combinations with 297,098 pairs across 59 cell lines. (1) Drug 1: CC1C(C(CC(O1)OC2CC(CC3=C2C(=C4C(=C3O)C(=O)C5=C(C4=O)C(=CC=C5)OC)O)(C(=O)C)O)N)O.Cl. Drug 2: C1=CN(C=N1)CC(O)(P(=O)(O)O)P(=O)(O)O. Cell line: HOP-62. Synergy scores: CSS=-8.96, Synergy_ZIP=-5.09, Synergy_Bliss=-16.0, Synergy_Loewe=-30.4, Synergy_HSA=-19.7. (2) Drug 1: C1=CC(=C2C(=C1NCCNCCO)C(=O)C3=C(C=CC(=C3C2=O)O)O)NCCNCCO. Drug 2: CC1=CC=C(C=C1)C2=CC(=NN2C3=CC=C(C=C3)S(=O)(=O)N)C(F)(F)F. Cell line: LOX IMVI. Synergy scores: CSS=34.7, Synergy_ZIP=0.0448, Synergy_Bliss=-1.23, Synergy_Loewe=-27.6, Synergy_HSA=0.202.